Dataset: Reaction yield outcomes from USPTO patents with 853,638 reactions. Task: Predict the reaction yield, written as a fraction of the theoretical maximum amount of product (1.0 means a 100% yield; for example, 0.34 means a 34% yield). (1) The reactants are C([N:8]1[CH2:15][CH:14]2[CH2:16][CH:10]([CH2:11][N:12]([C:17]([NH:19][CH:20]([CH3:22])[CH3:21])=[O:18])[CH2:13]2)[CH2:9]1)C1C=CC=CC=1. The catalyst is CO.O.[Pd]. The product is [CH:20]([NH:19][C:17]([N:12]1[CH2:11][CH:10]2[CH2:16][CH:14]([CH2:15][NH:8][CH2:9]2)[CH2:13]1)=[O:18])([CH3:22])[CH3:21]. The yield is 0.870. (2) The reactants are [CH2:1]([O:3][C:4]([C:6]1[O:14][C:13]2[C:12](Br)=[CH:11][N:10]=[CH:9][C:8]=2[C:7]=1[NH:16][C:17]1[CH:22]=[CH:21][C:20]([Si:23]([CH3:26])([CH3:25])[CH3:24])=[CH:19][C:18]=1[F:27])=[O:5])[CH3:2].[C:28]1(B(O)O)[CH:33]=[CH:32][CH:31]=[CH:30][CH:29]=1.C([O-])([O-])=O.[Na+].[Na+]. The catalyst is C(O)C.CC([O-])=O.CC([O-])=O.[Pd+2].C1(P(C2C=CC=CC=2)C2C=CC=CC=2)C=CC=CC=1. The product is [CH2:1]([O:3][C:4]([C:6]1[O:14][C:13]2[C:12]([C:28]3[CH:33]=[CH:32][CH:31]=[CH:30][CH:29]=3)=[CH:11][N:10]=[CH:9][C:8]=2[C:7]=1[NH:16][C:17]1[CH:22]=[CH:21][C:20]([Si:23]([CH3:26])([CH3:25])[CH3:24])=[CH:19][C:18]=1[F:27])=[O:5])[CH3:2]. The yield is 0.310. (3) The reactants are [O:1]1[C:5]2([CH2:10][CH2:9][N:8]([C:11]([O:13][C:14]([CH3:17])([CH3:16])[CH3:15])=[O:12])[CH2:7][CH2:6]2)[CH2:4]OS1(=O)=O.CCCC[N+](CCCC)(CCCC)CCCC.[F-:37]. The catalyst is C1COCC1. The product is [F:37][CH2:4][C:5]1([OH:1])[CH2:10][CH2:9][N:8]([C:11]([O:13][C:14]([CH3:17])([CH3:16])[CH3:15])=[O:12])[CH2:7][CH2:6]1. The yield is 0.880.